Task: Predict the reaction yield, written as a fraction of the theoretical maximum amount of product (1.0 means a 100% yield; for example, 0.34 means a 34% yield).. Dataset: Reaction yield outcomes from USPTO patents with 853,638 reactions (1) The reactants are [Cl:1][C:2]1[CH:14]=[N:13][C:5]2[NH:6][C:7]3[CH2:12][CH2:11][NH:10][CH2:9][C:8]=3[C:4]=2[CH:3]=1.CCN(C(C)C)C(C)C.[CH3:24][O:25][C:26]1[CH:31]=[CH:30][CH:29]=[CH:28][C:27]=1[N:32]=[C:33]=[O:34].Cl.CCOCC. The catalyst is C(Cl)Cl.CCOCC. The product is [ClH:1].[CH3:24][O:25][C:26]1[CH:31]=[CH:30][CH:29]=[CH:28][C:27]=1[NH:32][C:33]([N:10]1[CH2:11][CH2:12][C:7]2[NH:6][C:5]3[N:13]=[CH:14][C:2]([Cl:1])=[CH:3][C:4]=3[C:8]=2[CH2:9]1)=[O:34]. The yield is 0.330. (2) The reactants are [C:1]([O:5][C:6]([N:8]1[CH2:13][CH2:12][CH:11]([NH:14][C:15]2[CH:20]=[CH:19][CH:18]=[CH:17][C:16]=2[Cl:21])[CH2:10][CH2:9]1)=[O:7])([CH3:4])([CH3:3])[CH3:2].[H-].[Na+].[CH3:24]I. The catalyst is CN(C=O)C. The product is [C:1]([O:5][C:6]([N:8]1[CH2:13][CH2:12][CH:11]([N:14]([C:15]2[CH:20]=[CH:19][CH:18]=[CH:17][C:16]=2[Cl:21])[CH3:24])[CH2:10][CH2:9]1)=[O:7])([CH3:4])([CH3:2])[CH3:3]. The yield is 0.460. (3) The reactants are [C:1]([O:4][CH2:5][C@@H:6]([NH:32][C:33]([O:35][CH2:36][C:37]1[CH:42]=[CH:41][CH:40]=[CH:39][CH:38]=1)=[O:34])[C:7]([N:9]1[CH2:13][CH2:12][CH2:11][C@H:10]1[C:14]([N:16]1[CH2:20][CH2:19][CH2:18][C@H:17]1[C:21]([NH:23][C@@H:24]([C@H:29]([OH:31])C)[C:25]([O:27][CH3:28])=[O:26])=[O:22])=[O:15])=[O:8])(=[O:3])[CH3:2].[CH3:43]N1CCOCC1. The catalyst is C(Cl)Cl.CN(C=O)C. The product is [C:1]([O:4][C@@H:5]([CH3:43])[C@@H:6]([NH:32][C:33]([O:35][CH2:36][C:37]1[CH:38]=[CH:39][CH:40]=[CH:41][CH:42]=1)=[O:34])[C:7]([N:9]1[CH2:13][CH2:12][CH2:11][C@H:10]1[C:14]([N:16]1[CH2:20][CH2:19][CH2:18][C@H:17]1[C:21]([NH:23][C@@H:24]([CH2:29][OH:31])[C:25]([O:27][CH3:28])=[O:26])=[O:22])=[O:15])=[O:8])(=[O:3])[CH3:2]. The yield is 0.175. (4) The reactants are [C:1]1([CH3:11])[CH:6]=[CH:5][C:4]([S:7](Cl)(=[O:9])=[O:8])=[CH:3][CH:2]=1.[N:12]1[CH:17]=[CH:16][CH:15]=[C:14](/[CH:18]=[CH:19]/[CH2:20][C@@H:21]([OH:23])[CH3:22])[CH:13]=1.C([O-])(O)=O.[Na+]. The catalyst is C(N(CC)CC)C. The product is [C:1]1([CH3:11])[CH:6]=[CH:5][C:4]([S:7]([O:23][C@H:21]([CH2:20]/[CH:19]=[CH:18]/[C:14]2[CH:13]=[N:12][CH:17]=[CH:16][CH:15]=2)[CH3:22])(=[O:9])=[O:8])=[CH:3][CH:2]=1. The yield is 0.686. (5) The reactants are [CH2:1]([O:3][CH:4]([O:31][CH2:32][CH3:33])[CH2:5][N:6]1[C:14]2[C:9](=[CH:10][CH:11]=[CH:12][CH:13]=2)[C:8]([CH2:26][C:27]([OH:29])=O)([NH:15][C:16]([NH:18][C:19]2[CH:24]=[CH:23][C:22]([CH3:25])=[CH:21][CH:20]=2)=[O:17])[C:7]1=[O:30])[CH3:2].[NH2:34][C:35]1[CH:42]=[CH:41][C:38]([CH2:39][OH:40])=[CH:37][CH:36]=1.Cl.C(N=C=NCCCN(C)C)C.O. The catalyst is C(#N)C.C(OCC)(=O)C. The product is [CH2:1]([O:3][CH:4]([O:31][CH2:32][CH3:33])[CH2:5][N:6]1[C:14]2[C:13](=[CH:12][CH:11]=[CH:10][CH:9]=2)[C@@:8]([CH2:26][C:27]([NH:34][C:35]2[CH:42]=[CH:41][C:38]([CH2:39][OH:40])=[CH:37][CH:36]=2)=[O:29])([NH:15][C:16]([NH:18][C:19]2[CH:20]=[CH:21][C:22]([CH3:25])=[CH:23][CH:24]=2)=[O:17])[C:7]1=[O:30])[CH3:2]. The yield is 0.880. (6) The reactants are [F:1][C:2]([F:24])([F:23])[CH:3]([C:14]1[CH:19]=[C:18]([Cl:20])[C:17]([Cl:21])=[C:16]([Cl:22])[CH:15]=1)/[CH:4]=[CH:5]/[C:6]1[CH:11]=[CH:10][C:9]([O:12][NH2:13])=[CH:8][CH:7]=1.CCN=C=NCCCN(C)C.Cl.C1C=CC2N(O)N=NC=2C=1.CCN(C(C)C)C(C)C.[CH:56]1([C:59](O)=[O:60])[CH2:58][CH2:57]1. The catalyst is C(Cl)Cl.O. The product is [F:24][C:2]([F:1])([F:23])[CH:3]([C:14]1[CH:15]=[C:16]([Cl:22])[C:17]([Cl:21])=[C:18]([Cl:20])[CH:19]=1)/[CH:4]=[CH:5]/[C:6]1[CH:11]=[CH:10][C:9]([O:12][NH:13][C:59]([CH:56]2[CH2:58][CH2:57]2)=[O:60])=[CH:8][CH:7]=1. The yield is 0.340.